This data is from Full USPTO retrosynthesis dataset with 1.9M reactions from patents (1976-2016). The task is: Predict the reactants needed to synthesize the given product. Given the product [CH3:12][O:11][C:8]1[CH:7]=[C:3]2[C:2](=[CH:10][CH:9]=1)[N:1]=[CH:14][NH:16][C:4]2=[O:5], predict the reactants needed to synthesize it. The reactants are: [NH2:1][C:2]1(N)[CH:10]=[CH:9][C:8]([O:11][CH3:12])=[CH:7][CH:3]1[C:4](O)=[O:5].[CH:14]([NH2:16])=O.